Dataset: Retrosynthesis with 50K atom-mapped reactions and 10 reaction types from USPTO. Task: Predict the reactants needed to synthesize the given product. (1) Given the product Cc1ccc(C(=O)Nc2c(C)cnn2C)cc1-c1ccc2c(-c3ccc(F)cc3)n[nH]c2c1, predict the reactants needed to synthesize it. The reactants are: Cc1ccc(C(=O)Nc2c(C)cnn2C)cc1B1OC(C)(C)C(C)(C)O1.Fc1ccc(-c2n[nH]c3cc(Br)ccc23)cc1. (2) Given the product O=c1c(CO)cc(-c2ccc3c(c2)CCO3)nn1Cc1ccccc1Cl, predict the reactants needed to synthesize it. The reactants are: O=C(O)c1cc(-c2ccc3c(c2)CCO3)nn(Cc2ccccc2Cl)c1=O. (3) The reactants are: CC(C)Br.O=C(C=Cc1c[nH]c2ccccc12)Nc1cccc(C(=O)O)c1. Given the product CC(C)OC(=O)c1cccc(NC(=O)C=Cc2c[nH]c3ccccc23)c1, predict the reactants needed to synthesize it. (4) Given the product CCOC(=O)c1ccc(CCCBr)cc1, predict the reactants needed to synthesize it. The reactants are: CCO.O=C(O)c1ccc(CCCBr)cc1. (5) Given the product Clc1ccc2c(ccn2Cc2ccccc2)c1, predict the reactants needed to synthesize it. The reactants are: BrCc1ccccc1.Clc1ccc2[nH]ccc2c1. (6) Given the product COc1ccc(C2COCCO2)c2sc(NC(=O)c3ccnc(C4=CCOCC4)c3)nc12, predict the reactants needed to synthesize it. The reactants are: CCCC[Sn](CCCC)(CCCC)C1=CCOCC1.COc1ccc(C2COCCO2)c2sc(NC(=O)c3ccnc(Br)c3)nc12. (7) Given the product Cc1nc(C#Cc2cccc(C#N)c2)cn1Cc1cncc(Cl)c1, predict the reactants needed to synthesize it. The reactants are: Cc1nc(C#Cc2cccc(C#N)c2)c[nH]1.ClCc1cncc(Cl)c1.